From a dataset of NCI-60 drug combinations with 297,098 pairs across 59 cell lines. Regression. Given two drug SMILES strings and cell line genomic features, predict the synergy score measuring deviation from expected non-interaction effect. (1) Synergy scores: CSS=60.7, Synergy_ZIP=2.08, Synergy_Bliss=2.26, Synergy_Loewe=-16.3, Synergy_HSA=0.741. Drug 2: N.N.Cl[Pt+2]Cl. Cell line: NCI-H460. Drug 1: C1CC(=O)NC(=O)C1N2C(=O)C3=CC=CC=C3C2=O. (2) Drug 1: CNC(=O)C1=CC=CC=C1SC2=CC3=C(C=C2)C(=NN3)C=CC4=CC=CC=N4. Drug 2: C1=NC(=NC(=O)N1C2C(C(C(O2)CO)O)O)N. Cell line: A498. Synergy scores: CSS=5.28, Synergy_ZIP=-2.71, Synergy_Bliss=0.881, Synergy_Loewe=-0.218, Synergy_HSA=1.45. (3) Drug 2: CC1=C(C(=O)C2=C(C1=O)N3CC4C(C3(C2COC(=O)N)OC)N4)N. Synergy scores: CSS=53.6, Synergy_ZIP=2.64, Synergy_Bliss=2.88, Synergy_Loewe=-14.1, Synergy_HSA=4.23. Drug 1: CCN(CC)CCCC(C)NC1=C2C=C(C=CC2=NC3=C1C=CC(=C3)Cl)OC. Cell line: HL-60(TB).